This data is from Full USPTO retrosynthesis dataset with 1.9M reactions from patents (1976-2016). The task is: Predict the reactants needed to synthesize the given product. (1) Given the product [Br:1][C:2]1[CH:7]=[C:6]([F:8])[CH:5]=[CH:4][C:3]=1[CH2:9][CH2:10][NH:31][C:38](=[O:37])[O:16][CH2:15][CH3:14], predict the reactants needed to synthesize it. The reactants are: [Br:1][C:2]1[CH:7]=[C:6]([F:8])[CH:5]=[CH:4][C:3]=1[CH2:9][CH2:10]C(O)=O.[CH3:14][CH2:15][OH:16].C1(P([N:31]=[N+]=[N-])(C2C=CC=CC=2)=O)C=CC=CC=1.C1[CH2:38][O:37]CC1. (2) Given the product [F:19][C:13]1[CH:14]=[CH:15][CH:16]=[C:17]([F:18])[C:12]=1[C:10]1[N:11]=[CH:20][C:6](=[O:5])[NH:8][N:9]=1, predict the reactants needed to synthesize it. The reactants are: C([O:5][C:6]([NH:8][NH:9][C:10]([C:12]1[C:17]([F:18])=[CH:16][CH:15]=[CH:14][C:13]=1[F:19])=[NH:11])=O)(C)(C)C.[CH2:20](OC(=O)C=O)C. (3) Given the product [Br-:12].[CH3:7][O:8][N:9]=[C:10]([C:13]1[CH:14]=[CH:15][C:16]([CH3:19])=[CH:17][CH:18]=1)[CH2:11][N+:1]1[CH:6]=[CH:5][CH:4]=[CH:3][CH:2]=1, predict the reactants needed to synthesize it. The reactants are: [N:1]1[CH:6]=[CH:5][CH:4]=[CH:3][CH:2]=1.[CH3:7][O:8][N:9]=[C:10]([C:13]1[CH:18]=[CH:17][C:16]([CH3:19])=[CH:15][CH:14]=1)[CH2:11][Br:12].